This data is from Full USPTO retrosynthesis dataset with 1.9M reactions from patents (1976-2016). The task is: Predict the reactants needed to synthesize the given product. (1) Given the product [CH2:1]=[CH2:2].[CH2:12]=[CH:13][CH3:14].[CH:98](=[C:97]1[CH2:96][CH:95]2[CH2:91][CH:92]1[CH:93]=[CH:94]2)[CH3:99], predict the reactants needed to synthesize it. The reactants are: [CH:1](=C1CC2CC1C=C2)[CH3:2].[H][H].[CH2:12]=[CH:13][CH3:14].C=C.FC1C([B-](C2C(F)=C(F)C(F)=C(F)C=2F)(C2C(F)=C(F)C(F)=C(F)C=2F)C2C(F)=C(F)C(F)=C(F)C=2F)=C(F)C(F)=C(F)C=1F.C[NH+]([CH2:91][CH2:92][CH2:93][CH2:94][CH2:95][CH2:96][CH2:97][CH2:98][CH2:99][CH2:91][CH2:92][CH2:93][CH2:94][CH2:95][CH2:96][CH2:97][CH2:98][CH3:99])[CH2:91][CH2:92][CH2:93][CH2:94][CH2:95][CH2:96][CH2:97][CH2:98][CH2:99][CH2:91][CH2:92][CH2:93][CH2:94][CH2:95][CH2:96][CH2:97][CH2:98][CH3:99]. (2) Given the product [C:21]([C:20]1[CH:23]=[C:16]([C:14]2[S:13][N:12]=[C:11]([C:4]3[C:3]([CH2:1][CH3:2])=[C:8]([CH2:37][NH:29][CH2:30][CH2:31][C:32]([OH:34])=[O:33])[CH:7]=[CH:6][CH:5]=3)[N:15]=2)[CH:17]=[CH:18][C:19]=1[O:24][CH:25]([CH3:26])[CH3:27])#[N:22], predict the reactants needed to synthesize it. The reactants are: [CH2:1]([C:3]1[C:8](C=O)=[CH:7][CH:6]=[CH:5][C:4]=1[C:11]1[N:15]=[C:14]([C:16]2[CH:17]=[CH:18][C:19]([O:24][CH:25]([CH3:27])[CH3:26])=[C:20]([CH:23]=2)[C:21]#[N:22])[S:13][N:12]=1)[CH3:2].Cl.[NH2:29][CH2:30][CH2:31][C:32]([O:34]CC)=[O:33].[C:37]([O-])(=O)C.[Na+].C(O[BH-](OC(=O)C)OC(=O)C)(=O)C.[Na+]. (3) The reactants are: [O-]P([O-])([O-])=O.[K+].[K+].[K+].Cl[C:10]1[C:19]2[C:14](=[CH:15][CH:16]=[CH:17][CH:18]=2)[N:13]=[CH:12][C:11]=1[CH:20]([N:22]1[C:30](=[O:31])[C:29]2[C:24](=[CH:25][CH:26]=[CH:27][CH:28]=2)[C:23]1=[O:32])[CH3:21].[F:33][C:34]1[CH:39]=[CH:38][C:37](B(O)O)=[CH:36][CH:35]=1.COC1C=CC=C(OC)C=1C1C=CC=CC=1P(C1CCCCC1)C1CCCCC1. Given the product [F:33][C:34]1[CH:39]=[CH:38][C:37]([C:10]2[C:19]3[C:14](=[CH:15][CH:16]=[CH:17][CH:18]=3)[N:13]=[CH:12][C:11]=2[CH:20]([N:22]2[C:30](=[O:31])[C:29]3[C:24](=[CH:25][CH:26]=[CH:27][CH:28]=3)[C:23]2=[O:32])[CH3:21])=[CH:36][CH:35]=1, predict the reactants needed to synthesize it. (4) Given the product [Cl:1][C:2]1[CH:3]=[C:4]([C:20]2[CH:21]=[CH:22][C:23]([CH2:26][C@@H:27]3[CH2:31][CH2:30][N:29]([N:32]4[CH2:33][CH2:34][CH:35]([OH:38])[CH2:36][CH2:37]4)[C:28]3=[O:49])=[CH:24][CH:25]=2)[CH:5]=[CH:6][C:7]=1[C:8]([N:10]1[CH2:11][CH2:12][CH:13]([C:16]([F:18])([F:19])[F:17])[CH2:14][CH2:15]1)=[O:9], predict the reactants needed to synthesize it. The reactants are: [Cl:1][C:2]1[CH:3]=[C:4]([C:20]2[CH:25]=[CH:24][C:23]([CH2:26][C@@H:27]3[CH2:31][CH2:30][N:29]([N:32]4[CH2:37][CH2:36][CH:35]([O:38][Si](C(C)C)(C(C)C)C(C)C)[CH2:34][CH2:33]4)[C:28]3=[O:49])=[CH:22][CH:21]=2)[CH:5]=[CH:6][C:7]=1[C:8]([N:10]1[CH2:15][CH2:14][CH:13]([C:16]([F:19])([F:18])[F:17])[CH2:12][CH2:11]1)=[O:9].C1COCC1.O.C(O)(C(F)(F)F)=O. (5) Given the product [F:33][C:2]([F:1])([F:32])[C:3]1[CH:4]=[C:5]([C@H:13]([O:15][C@H:16]2[O:24][CH2:23][C@@H:19]3[CH2:20][N:21]([C:39]([C:36]4[CH:37]=[CH:38][O:34][CH:35]=4)=[O:40])[CH2:22][C@H:18]3[C@@H:17]2[C:25]2[CH:30]=[CH:29][CH:28]=[CH:27][C:26]=2[CH3:31])[CH3:14])[CH:6]=[C:7]([C:9]([F:10])([F:11])[F:12])[CH:8]=1, predict the reactants needed to synthesize it. The reactants are: [F:1][C:2]([F:33])([F:32])[C:3]1[CH:4]=[C:5]([C@H:13]([O:15][C@H:16]2[O:24][CH2:23][C@@H:19]3[CH2:20][NH:21][CH2:22][C@H:18]3[C@@H:17]2[C:25]2[CH:30]=[CH:29][CH:28]=[CH:27][C:26]=2[CH3:31])[CH3:14])[CH:6]=[C:7]([C:9]([F:12])([F:11])[F:10])[CH:8]=1.[O:34]1[CH:38]=[CH:37][C:36]([C:39](O)=[O:40])=[CH:35]1. (6) Given the product [CH3:32][S:33]([N:36]1[CH2:40][C@H:39]([S:41][CH2:42][C:43]2[CH:48]=[CH:47][C:46]([O:49][CH3:50])=[CH:45][CH:44]=2)[CH2:38][C@H:37]1[CH2:51][O:52][C:26]1[CH:27]=[CH:28][CH:29]=[CH:30][CH:31]=1)(=[O:34])=[O:35], predict the reactants needed to synthesize it. The reactants are: CCOC(/N=N/C(OCC)=O)=O.[C:26]1(P([C:26]2[CH:31]=[CH:30][CH:29]=[CH:28][CH:27]=2)[C:26]2[CH:31]=[CH:30][CH:29]=[CH:28][CH:27]=2)[CH:31]=[CH:30][CH:29]=[CH:28][CH:27]=1.[CH3:32][S:33]([N:36]1[CH2:40][C@H:39]([S:41][CH2:42][C:43]2[CH:48]=[CH:47][C:46]([O:49][CH3:50])=[CH:45][CH:44]=2)[CH2:38][C@H:37]1[CH2:51][OH:52])(=[O:35])=[O:34].C1(O)C=CC=CC=1. (7) Given the product [F:1][C:2]([F:43])([F:42])[C:3]1[CH:4]=[C:5]([CH:35]=[C:36]([C:38]([F:41])([F:40])[F:39])[CH:37]=1)[CH2:6][N:7]([CH2:15][C:16]1[C:17]([N:26]([CH2:29][CH:30]2[CH2:34][CH2:33][CH2:32][CH2:31]2)[CH2:27][CH3:28])=[N:18][CH:19]=[C:20]([C:22]([F:25])([F:24])[F:23])[CH:21]=1)[C:8]1[N:13]=[CH:12][C:11]([N:48]2[CH2:49][CH2:50][N:45]([CH3:44])[CH2:46][CH2:47]2)=[CH:10][N:9]=1, predict the reactants needed to synthesize it. The reactants are: [F:1][C:2]([F:43])([F:42])[C:3]1[CH:4]=[C:5]([CH:35]=[C:36]([C:38]([F:41])([F:40])[F:39])[CH:37]=1)[CH2:6][N:7]([CH2:15][C:16]1[C:17]([N:26]([CH2:29][CH:30]2[CH2:34][CH2:33][CH2:32][CH2:31]2)[CH2:27][CH3:28])=[N:18][CH:19]=[C:20]([C:22]([F:25])([F:24])[F:23])[CH:21]=1)[C:8]1[N:13]=[CH:12][C:11](Br)=[CH:10][N:9]=1.[CH3:44][N:45]1[CH2:50][CH2:49][NH:48][CH2:47][CH2:46]1.CC([O-])(C)C.[Na+].C(P(C(C)(C)C)C1C=CC=CC=1C1C=CC=CC=1)(C)(C)C. (8) Given the product [C:1]([O:4][C:5]1[CH:6]=[CH:7][C:8]([CH:11]([O:16][S:34]([C:29]2[CH:30]=[CH:31][CH:32]=[CH:33][C:28]=2[N+:25]([O-:27])=[O:26])(=[O:35])=[O:36])[C:12]([F:14])([F:15])[F:13])=[CH:9][CH:10]=1)(=[O:3])[CH3:2], predict the reactants needed to synthesize it. The reactants are: [C:1]([O:4][C:5]1[CH:10]=[CH:9][C:8]([CH:11]([OH:16])[C:12]([F:15])([F:14])[F:13])=[CH:7][CH:6]=1)(=[O:3])[CH3:2].N12CCN(CC1)CC2.[N+:25]([C:28]1[CH:33]=[CH:32][CH:31]=[CH:30][C:29]=1[S:34](Cl)(=[O:36])=[O:35])([O-:27])=[O:26].C(OCC)C.CCCCC.